From a dataset of Catalyst prediction with 721,799 reactions and 888 catalyst types from USPTO. Predict which catalyst facilitates the given reaction. (1) Reactant: [OH:1][C@H:2]1[C@@H:6]2[O:7][C:8]([CH3:11])([CH3:10])[O:9][C@@H:5]2[O:4][C@H:3]1[C:12]([OH:14])=O.CN(C(ON1N=NC2C=CC=CC1=2)=[N+](C)C)C.F[P-](F)(F)(F)(F)F.C[N:40]1[CH2:45][CH2:44][O:43][CH2:42][CH2:41]1.N1CCOCC1. Product: [OH:1][C@H:2]1[C@@H:6]2[O:7][C:8]([CH3:10])([CH3:11])[O:9][C@@H:5]2[O:4][C@H:3]1[C:12]([N:40]1[CH2:45][CH2:44][O:43][CH2:42][CH2:41]1)=[O:14]. The catalyst class is: 7. (2) Reactant: [C:1]1(=O)[O:6][C:4](=[O:5])[C:3]2[CH2:7][CH2:8][CH2:9][CH2:10][C:2]1=2.O.[NH2:13][NH2:14].C([O-])(=O)C.[Na+]. Product: [C:4]1(=[O:5])[C:3]2[CH2:7][CH2:8][CH2:9][CH2:10][C:2]=2[C:1](=[O:6])[NH:14][NH:13]1. The catalyst class is: 15.